Dataset: Full USPTO retrosynthesis dataset with 1.9M reactions from patents (1976-2016). Task: Predict the reactants needed to synthesize the given product. (1) Given the product [Cl:19][C:14]1[CH:15]=[CH:16][CH:17]=[CH:18][C:13]=1[CH:9]([NH:8][C:6](=[O:7])[O:5][C:1]([CH3:2])([CH3:3])[CH3:4])[C:10]([NH:38][CH2:37][CH2:36][O:35][CH3:34])=[O:12], predict the reactants needed to synthesize it. The reactants are: [C:1]([O:5][C:6]([NH:8][CH:9]([C:13]1[CH:18]=[CH:17][CH:16]=[CH:15][C:14]=1[Cl:19])[C:10]([OH:12])=O)=[O:7])([CH3:4])([CH3:3])[CH3:2].C1C=CC2N(O)N=NC=2C=1.C(Cl)CCl.[CH3:34][O:35][CH2:36][CH2:37][NH2:38]. (2) Given the product [Br:1][C:2]1[C:7]([CH2:8][OH:9])=[C:6]([OH:10])[C:5]([O:11][CH3:12])=[CH:4][CH:3]=1, predict the reactants needed to synthesize it. The reactants are: [Br:1][C:2]1[C:7]([CH:8]=[O:9])=[C:6]([OH:10])[C:5]([O:11][CH3:12])=[CH:4][CH:3]=1.B.[Na].Cl. (3) Given the product [NH2:7][C:8]1[CH:13]=[CH:12][C:11]([S:14][C:15]2[CH:20]=[CH:19][C:18]([C:21]([NH:22][C:23]3[CH:28]=[CH:27][CH:26]=[C:25]([Br:29])[CH:24]=3)=[O:30])=[CH:17][C:16]=2[NH:31][C:32]2[C:33]3[CH:41]=[CH:40][CH:39]=[N:38][C:34]=3[N:35]=[CH:36][N:37]=2)=[CH:10][CH:9]=1.[F:43][C:44]([F:49])([F:48])[C:45]([OH:47])=[O:46], predict the reactants needed to synthesize it. The reactants are: C(OC(=O)[NH:7][C:8]1[CH:13]=[CH:12][C:11]([S:14][C:15]2[CH:20]=[CH:19][C:18]([C:21](=[O:30])[NH:22][C:23]3[CH:28]=[CH:27][CH:26]=[C:25]([Br:29])[CH:24]=3)=[CH:17][C:16]=2[NH:31][C:32]2[C:33]3[CH:41]=[CH:40][CH:39]=[N:38][C:34]=3[N:35]=[CH:36][N:37]=2)=[CH:10][CH:9]=1)(C)(C)C.[F:43][C:44]([F:49])([F:48])[C:45]([OH:47])=[O:46]. (4) Given the product [N+:12]([C:9]1[CH:10]=[CH:11][C:6]([CH:5]([CH2:17][CH:18]2[CH2:23][CH2:22][O:21][CH2:20][CH2:19]2)[C:4]([O:3][CH2:1][CH3:2])=[O:15])=[CH:7][CH:8]=1)([O-:14])=[O:13], predict the reactants needed to synthesize it. The reactants are: [CH2:1]([O:3][C:4](=[O:15])[CH2:5][C:6]1[CH:11]=[CH:10][C:9]([N+:12]([O-:14])=[O:13])=[CH:8][CH:7]=1)[CH3:2].I[CH2:17][CH:18]1[CH2:23][CH2:22][O:21][CH2:20][CH2:19]1. (5) Given the product [Cl:1][C:2]1[CH:3]=[C:4]2[C:5](=[CH:6][C:7]=1[F:8])[CH2:20][N:11]([C:12](=[O:17])[C:13]([F:14])([F:15])[F:16])[CH2:10][CH2:9]2, predict the reactants needed to synthesize it. The reactants are: [Cl:1][C:2]1[CH:3]=[C:4]([CH2:9][CH2:10][NH:11][C:12](=[O:17])[C:13]([F:16])([F:15])[F:14])[CH:5]=[CH:6][C:7]=1[F:8].C=O.[C:20](O)(=O)C. (6) Given the product [F:9][C:10]1[CH:19]=[CH:18][CH:17]=[C:16]2[C:11]=1[CH2:12][CH2:13][NH:14][CH:15]2[C:20]1[CH:25]=[CH:24][C:23]([C:26]([F:27])([F:28])[F:29])=[CH:22][CH:21]=1, predict the reactants needed to synthesize it. The reactants are: [BH4-].[Na+].O.C(=O)(O)[O-].[Na+].[F:9][C:10]1[CH:19]=[CH:18][CH:17]=[C:16]2[C:11]=1[CH2:12][CH2:13][N:14]=[C:15]2[C:20]1[CH:25]=[CH:24][C:23]([C:26]([F:29])([F:28])[F:27])=[CH:22][CH:21]=1. (7) Given the product [F:24][C:19]1[CH:20]=[CH:21][CH:22]=[CH:23][C:18]=1[C:10]1[CH:9]=[C:8]([C:4]2[CH:5]=[N:6][CH:7]=[C:2]([C:37]3[CH:36]=[N:35][N:34]([CH2:33][CH2:32][O:31][CH:26]4[CH2:27][CH2:28][CH2:29][CH2:30][O:25]4)[CH:38]=3)[CH:3]=2)[C:17]2[C:12](=[N:13][CH:14]=[CH:15][CH:16]=2)[N:11]=1, predict the reactants needed to synthesize it. The reactants are: Br[C:2]1[CH:3]=[C:4]([C:8]2[C:17]3[C:12](=[N:13][CH:14]=[CH:15][CH:16]=3)[N:11]=[C:10]([C:18]3[CH:23]=[CH:22][CH:21]=[CH:20][C:19]=3[F:24])[CH:9]=2)[CH:5]=[N:6][CH:7]=1.[O:25]1[CH2:30][CH2:29][CH2:28][CH2:27][CH:26]1[O:31][CH2:32][CH2:33][N:34]1[CH:38]=[C:37](B2OC(C)(C)C(C)(C)O2)[CH:36]=[N:35]1.CC1(C)C(C)(C)OB(C2C=NNC=2)O1.ClC1C=CC(F)=C(C2C=C(C3C=NC=C(C4C=NN(CCN5CCCC5)C=4)C=3)C3C(=NC=CC=3)N=2)C=1.O.O.O.P([O-])([O-])([O-])=O.[K+].[K+].[K+].CN(C)C.